This data is from Full USPTO retrosynthesis dataset with 1.9M reactions from patents (1976-2016). The task is: Predict the reactants needed to synthesize the given product. (1) Given the product [CH2:1]([N:5]1[CH2:10][CH2:9][N:8]([CH:16]([C:21]2[CH:26]=[CH:25][CH:24]=[CH:23][CH:22]=2)[C:17]([O:19][CH3:20])=[O:18])[C:7](=[O:11])[C:6]1=[O:12])[CH2:2][CH2:3][CH3:4], predict the reactants needed to synthesize it. The reactants are: [CH2:1]([N:5]1[CH2:10][CH2:9][NH:8][C:7](=[O:11])[C:6]1=[O:12])[CH2:2][CH2:3][CH3:4].[H-].[Na+].Br[CH:16]([C:21]1[CH:26]=[CH:25][CH:24]=[CH:23][CH:22]=1)[C:17]([O:19][CH3:20])=[O:18]. (2) Given the product [C:1]([O:5][C:6]([N:8]1[CH2:13][CH2:12][N:11]([S:14]([C:17]2[CH:22]=[CH:21][C:20]([CH:23]3[CH2:25][CH2:24]3)=[CH:19][CH:18]=2)(=[O:15])=[O:16])[C@@H:10]([C:26](=[O:28])[NH:60][CH2:59][C:58]2[CH:61]=[CH:62][C:55]([O:54][C:53]([F:52])([F:63])[F:64])=[CH:56][CH:57]=2)[CH2:9]1)=[O:7])([CH3:2])([CH3:3])[CH3:4], predict the reactants needed to synthesize it. The reactants are: [C:1]([O:5][C:6]([N:8]1[CH2:13][CH2:12][N:11]([S:14]([C:17]2[CH:22]=[CH:21][C:20]([CH:23]3[CH2:25][CH2:24]3)=[CH:19][CH:18]=2)(=[O:16])=[O:15])[C@@H:10]([C:26]([OH:28])=O)[CH2:9]1)=[O:7])([CH3:4])([CH3:3])[CH3:2].Cl.C(N=C=NCCCN(C)C)C.O.ON1C2C=CC=CC=2N=N1.[F:52][C:53]([F:64])([F:63])[O:54][C:55]1[CH:62]=[CH:61][C:58]([CH2:59][NH2:60])=[CH:57][CH:56]=1. (3) The reactants are: [Li+].[OH-].C([O:6][C@@H:7]1[CH2:31][CH2:30][C@@:29]2([CH3:32])[C@H:9]([CH2:10][CH2:11][C@@H:12]3[C@@H:28]2[CH2:27][C@H:26]([OH:33])[C@@:25]2([CH3:34])[C@H:13]3[CH2:14][CH2:15][C@@H:16]2[C@H:17]([CH3:24])[CH2:18][CH2:19][C:20]([O:22]C)=[O:21])[CH2:8]1)(=O)C. Given the product [CH3:24][C@@H:17]([C@@H:16]1[C@@:25]2([CH3:34])[C@@H:26]([OH:33])[CH2:27][C@@H:28]3[C@@:29]4([CH3:32])[CH2:30][CH2:31][C@@H:7]([OH:6])[CH2:8][C@H:9]4[CH2:10][CH2:11][C@H:12]3[C@@H:13]2[CH2:14][CH2:15]1)[CH2:18][CH2:19][C:20]([OH:22])=[O:21], predict the reactants needed to synthesize it. (4) Given the product [C:20]([O:19][C:17](=[O:18])[NH:1][CH:2]([C:14](=[O:15])[NH:39][CH2:34][C:33]#[N:32])[CH2:3][C:4]1[CH:5]=[CH:6][C:7]2[C:8](=[CH:9][CH:10]=[CH:11][CH:12]=2)[CH:13]=1)([CH3:22])([CH3:21])[CH3:23], predict the reactants needed to synthesize it. The reactants are: [NH:1]([C:17]([O:19][C:20]([CH3:23])([CH3:22])[CH3:21])=[O:18])[C@H:2]([C:14](O)=[O:15])[CH2:3][C:4]1[CH:13]=[C:12]2[C:7]([CH:8]=[CH:9][CH:10]=[CH:11]2)=[CH:6][CH:5]=1.CN(C(O[N:32]1N=[N:39][C:34]2C=CC=C[C:33]1=2)=[N+](C)C)C.F[P-](F)(F)(F)(F)F.CCN(CC)CC. (5) Given the product [CH2:1]([N:3]([CH:34]1[CH2:39][CH2:38][O:37][CH2:36][CH2:35]1)[C:4]1[C:5]([CH3:33])=[C:6]([CH:22]=[C:23]([C:25]#[C:26][CH:27]2[CH2:28][CH2:29][N:30]([CH2:40][C@H:41]([OH:42])[CH3:43])[CH2:31][CH2:32]2)[CH:24]=1)[C:7]([NH:9][CH2:10][C:11]1[C:12](=[O:21])[NH:13][C:14]([CH3:20])=[CH:15][C:16]=1[CH:17]([CH3:19])[CH3:18])=[O:8])[CH3:2], predict the reactants needed to synthesize it. The reactants are: [CH2:1]([N:3]([CH:34]1[CH2:39][CH2:38][O:37][CH2:36][CH2:35]1)[C:4]1[C:5]([CH3:33])=[C:6]([CH:22]=[C:23]([C:25]#[C:26][CH:27]2[CH2:32][CH2:31][NH:30][CH2:29][CH2:28]2)[CH:24]=1)[C:7]([NH:9][CH2:10][C:11]1[C:12](=[O:21])[NH:13][C:14]([CH3:20])=[CH:15][C:16]=1[CH:17]([CH3:19])[CH3:18])=[O:8])[CH3:2].[CH3:40][C@@H:41]1[CH2:43][O:42]1.